From a dataset of Full USPTO retrosynthesis dataset with 1.9M reactions from patents (1976-2016). Predict the reactants needed to synthesize the given product. (1) Given the product [NH2:18][C:2]1[C:3]([C:14]([OH:16])=[O:15])=[N:4][C:5]([C:8]2[CH:13]=[CH:12][CH:11]=[CH:10][CH:9]=2)=[N:6][CH:7]=1, predict the reactants needed to synthesize it. The reactants are: Br[C:2]1[C:3]([C:14]([OH:16])=[O:15])=[N:4][C:5]([C:8]2[CH:13]=[CH:12][CH:11]=[CH:10][CH:9]=2)=[N:6][CH:7]=1.[OH-].[NH4+:18]. (2) Given the product [OH:33][C:31]([CH3:34])([CH3:32])[CH2:30][NH:29][C:11]([C:9]1[CH:8]=[CH:7][C:6]2[N:2]([CH3:1])[C:3]([NH:14][C:15]3[S:16][C:17]4[CH:23]=[C:22]([O:24][C:25]([F:26])([F:28])[F:27])[CH:21]=[CH:20][C:18]=4[N:19]=3)=[N:4][C:5]=2[CH:10]=1)=[O:13], predict the reactants needed to synthesize it. The reactants are: [CH3:1][N:2]1[C:6]2[CH:7]=[CH:8][C:9]([C:11]([OH:13])=O)=[CH:10][C:5]=2[N:4]=[C:3]1[NH:14][C:15]1[S:16][C:17]2[CH:23]=[C:22]([O:24][C:25]([F:28])([F:27])[F:26])[CH:21]=[CH:20][C:18]=2[N:19]=1.[NH2:29][CH2:30][C:31]([CH3:34])([OH:33])[CH3:32].CN(C(ON1N=NC2C=CC=CC1=2)=[N+](C)C)C.F[P-](F)(F)(F)(F)F.CCN(C(C)C)C(C)C. (3) Given the product [CH3:34][O:33][C:29]1[CH:28]=[C:27]([N:42]2[CH2:43][CH2:44][C:39]3([O:38][CH2:37][CH2:36][O:35]3)[CH2:40][CH2:41]2)[CH:32]=[CH:31][N:30]=1, predict the reactants needed to synthesize it. The reactants are: C1(P(C2CCCCC2)C2C=CC=CC=2C2C=CC=CC=2)CCCCC1.Cl[C:27]1[CH:32]=[CH:31][N:30]=[C:29]([O:33][CH3:34])[CH:28]=1.[O:35]1[C:39]2([CH2:44][CH2:43][NH:42][CH2:41][CH2:40]2)[O:38][CH2:37][CH2:36]1.CC(C)([O-])C.[Na+]. (4) Given the product [C:11]([O:14][C:15]([N:8]1[CH2:7][CH2:6][NH:5][C@@H:4]([CH:1]([CH3:3])[CH3:2])[CH2:9]1)=[O:16])([CH3:13])([CH3:12])[CH3:10], predict the reactants needed to synthesize it. The reactants are: [CH:1]([C@H:4]1[CH2:9][NH:8][CH2:7][CH2:6][NH:5]1)([CH3:3])[CH3:2].[CH3:10][C:11]([O:14][C:15](ON=C(C1C=CC=CC=1)C#N)=[O:16])([CH3:13])[CH3:12].C(N(CC)CC)C.C(Cl)Cl.CO. (5) Given the product [CH3:31][NH:32][CH2:12][CH:13]1[CH2:17][C:16]2[CH:18]=[CH:19][CH:20]=[C:21]([C:22]3[CH:27]=[C:26]([Cl:28])[CH:25]=[CH:24][C:23]=3[O:29][CH3:30])[C:15]=2[O:14]1, predict the reactants needed to synthesize it. The reactants are: CC1C=CC(S(O[CH2:12][CH:13]2[CH2:17][C:16]3[CH:18]=[CH:19][CH:20]=[C:21]([C:22]4[CH:27]=[C:26]([Cl:28])[CH:25]=[CH:24][C:23]=4[O:29][CH3:30])[C:15]=3[O:14]2)(=O)=O)=CC=1.[CH3:31][NH2:32]. (6) Given the product [CH3:23][O:22][C:20](=[O:21])[C:19]1[CH:24]=[CH:25][CH:26]=[C:17]([NH:16][S:10]([C:8]2[S:9][C:5]3[CH:4]=[CH:3][C:2]([Br:1])=[CH:15][C:6]=3[C:7]=2[CH3:14])(=[O:12])=[O:11])[CH:18]=1, predict the reactants needed to synthesize it. The reactants are: [Br:1][C:2]1[CH:3]=[CH:4][C:5]2[S:9][C:8]([S:10](Cl)(=[O:12])=[O:11])=[C:7]([CH3:14])[C:6]=2[CH:15]=1.[NH2:16][C:17]1[CH:18]=[C:19]([CH:24]=[CH:25][CH:26]=1)[C:20]([O:22][CH3:23])=[O:21]. (7) The reactants are: Cl[CH:2]1[CH2:7][CH2:6][N:5]([CH3:8])[CH2:4][CH2:3]1.[F:9][C:10]1[CH:18]=[CH:17][C:16]([I:19])=[CH:15][C:11]=1[C:12](Cl)=[O:13]. Given the product [F:9][C:10]1[CH:18]=[CH:17][C:16]([I:19])=[CH:15][C:11]=1[C:12]([CH:2]1[CH2:7][CH2:6][N:5]([CH3:8])[CH2:4][CH2:3]1)=[O:13], predict the reactants needed to synthesize it. (8) Given the product [Cl:1][C:2]1[CH:3]=[N:4][C:5]2[N:6]([N:8]=[C:9]([C:11]([N:20]3[CH2:19][CH2:18][N:17]4[N:21]=[N:22][CH:23]=[C:16]4[CH:15]3[CH3:14])=[O:13])[CH:10]=2)[CH:7]=1, predict the reactants needed to synthesize it. The reactants are: [Cl:1][C:2]1[CH:3]=[N:4][C:5]2[N:6]([N:8]=[C:9]([C:11]([OH:13])=O)[CH:10]=2)[CH:7]=1.[CH3:14][CH:15]1[NH:20][CH2:19][CH2:18][N:17]2[N:21]=[N:22][CH:23]=[C:16]12. (9) The reactants are: [C:1]([C:3]1[N:8]=[N:7][C:6]([N:9]2[CH2:14][CH2:13][N:12]([C:15]([C:17]3[CH:22]=[CH:21][CH:20]=[CH:19][C:18]=3[C:23]([F:26])([F:25])[F:24])=[O:16])[CH2:11][CH2:10]2)=[CH:5][CH:4]=1)#[CH:2].[C:27]([O:30][C:31]1[CH:36]=[CH:35][C:34](I)=[CH:33][CH:32]=1)(=[O:29])[CH3:28]. Given the product [C:27]([O:30][C:31]1[CH:36]=[CH:35][C:34]([C:2]#[C:1][C:3]2[N:8]=[N:7][C:6]([N:9]3[CH2:14][CH2:13][N:12]([C:15](=[O:16])[C:17]4[CH:22]=[CH:21][CH:20]=[CH:19][C:18]=4[C:23]([F:26])([F:25])[F:24])[CH2:11][CH2:10]3)=[CH:5][CH:4]=2)=[CH:33][CH:32]=1)(=[O:29])[CH3:28], predict the reactants needed to synthesize it.